From a dataset of Forward reaction prediction with 1.9M reactions from USPTO patents (1976-2016). Predict the product of the given reaction. (1) Given the reactants [C:1]([OH:10])(=[O:9])[C@@H:2]([C@H:4]([C:6]([OH:8])=[O:7])[OH:5])[OH:3], predict the reaction product. The product is: [C:1]([OH:10])(=[O:9])[CH:2]([CH:4]([C:6]([OH:8])=[O:7])[OH:5])[OH:3]. (2) Given the reactants [CH2:1]([O:3][C:4](=[O:24])[C:5]1[CH:10]=[CH:9][CH:8]=[C:7]([S:11][C:12]2[C:20]3[C:15](=[C:16]([F:22])[C:17]([Cl:21])=[CH:18][CH:19]=3)[NH:14][C:13]=2[CH3:23])[CH:6]=1)[CH3:2].Br[C:26]1[CH:27]=[N:28][N:29]([CH2:31][CH3:32])[CH:30]=1, predict the reaction product. The product is: [CH2:1]([O:3][C:4](=[O:24])[C:5]1[CH:10]=[CH:9][CH:8]=[C:7]([S:11][C:12]2[C:20]3[C:15](=[C:16]([F:22])[C:17]([Cl:21])=[CH:18][CH:19]=3)[N:14]([C:26]3[CH:27]=[N:28][N:29]([CH2:31][CH3:32])[CH:30]=3)[C:13]=2[CH3:23])[CH:6]=1)[CH3:2]. (3) Given the reactants [NH:1]1[CH2:6][CH2:5][CH:4]([C:7]([OH:9])=[O:8])[CH2:3][CH2:2]1.[C:10]1([CH:16]([C:22]2[CH:27]=[CH:26][CH:25]=[CH:24][CH:23]=2)[N:17]2[CH2:20][C:19](=O)[CH2:18]2)[CH:15]=[CH:14][CH:13]=[CH:12][CH:11]=1.C([BH3-])#N.C[NH+](C)C, predict the reaction product. The product is: [C:10]1([CH:16]([C:22]2[CH:27]=[CH:26][CH:25]=[CH:24][CH:23]=2)[N:17]2[CH2:20][CH:19]([N:1]3[CH2:6][CH2:5][CH:4]([C:7]([OH:9])=[O:8])[CH2:3][CH2:2]3)[CH2:18]2)[CH:11]=[CH:12][CH:13]=[CH:14][CH:15]=1. (4) Given the reactants Cl[C:2]1[N:11]=[C:10]([NH:12][CH2:13][CH:14]([C:20]2[CH:21]=[N:22][CH:23]=[CH:24][CH:25]=2)[C:15]2[NH:16][CH:17]=[CH:18][CH:19]=2)[C:9]2[C:4](=[CH:5][CH:6]=[CH:7][CH:8]=2)[N:3]=1.[CH3:26][N:27]([CH3:37])[C:28]1[CH:33]=[CH:32][C:31](B(O)O)=[CH:30][CH:29]=1.C1(C(C2C=CC=CN=2)CNC2C3C(=CC=CC=3)N=C(C3C=CC(NS(C)(=O)=O)=CC=3)N=2)C=CC=CC=1, predict the reaction product. The product is: [CH3:26][N:27]([CH3:37])[C:28]1[CH:33]=[CH:32][C:31]([C:2]2[N:11]=[C:10]([NH:12][CH2:13][CH:14]([C:20]3[CH:21]=[N:22][CH:23]=[CH:24][CH:25]=3)[C:15]3[NH:16][CH:17]=[CH:18][CH:19]=3)[C:9]3[C:4](=[CH:5][CH:6]=[CH:7][CH:8]=3)[N:3]=2)=[CH:30][CH:29]=1. (5) Given the reactants [F:1][C:2]([F:19])([F:18])[CH2:3][CH2:4][CH:5]([C:7]1[CH:17]=[CH:16][C:10]([C:11]([O:13][CH2:14][CH3:15])=[O:12])=[CH:9][CH:8]=1)[OH:6].C(N(CC)CC)C, predict the reaction product. The product is: [F:1][C:2]([F:18])([F:19])[CH2:3][CH2:4][C:5]([C:7]1[CH:17]=[CH:16][C:10]([C:11]([O:13][CH2:14][CH3:15])=[O:12])=[CH:9][CH:8]=1)=[O:6].